This data is from Forward reaction prediction with 1.9M reactions from USPTO patents (1976-2016). The task is: Predict the product of the given reaction. (1) Given the reactants Br[C:2]1[C:7]2=[N:8][S:9](=[O:13])(=[O:12])[CH2:10][CH2:11][N:6]2[CH:5]=[CH:4][CH:3]=1.C1(C)C=CC=CC=1.[O:21]1[CH2:26][CH2:25][O:24][C:23]2[CH:27]=[C:28]([C:31]([NH2:33])=[O:32])[CH:29]=[CH:30][C:22]1=2.C(=O)([O-])[O-].[Cs+].[Cs+], predict the reaction product. The product is: [O:12]=[S:9]1(=[O:13])[CH2:10][CH2:11][N:6]2[CH:5]=[CH:4][CH:3]=[C:2]([NH:33][C:31]([C:28]3[CH:29]=[CH:30][C:22]4[O:21][CH2:26][CH2:25][O:24][C:23]=4[CH:27]=3)=[O:32])[C:7]2=[N:8]1. (2) The product is: [F:34][C:32]([F:33])([F:35])[C:28]1[CH:27]=[C:26]([CH:31]=[CH:30][CH:29]=1)[CH2:25][N:22]1[CH2:23][C@H:24]2[C@H:17]([NH:16][C:14](=[O:15])[C@H:9]([CH2:10][CH:11]([CH3:12])[CH3:13])[NH2:8])[CH2:18][CH2:19][C@H:20]2[CH2:21]1. Given the reactants C(OC([NH:8][C@H:9]([C:14]([NH:16][C@H:17]1[C@H:24]2[C@H:20]([CH2:21][N:22]([CH2:25][C:26]3[CH:31]=[CH:30][CH:29]=[C:28]([C:32]([F:35])([F:34])[F:33])[CH:27]=3)[CH2:23]2)[CH2:19][CH2:18]1)=[O:15])[CH2:10][CH:11]([CH3:13])[CH3:12])=O)(C)(C)C.Cl, predict the reaction product. (3) Given the reactants C[C:2]1([CH3:11])[N:7]([O])[C:6](C)(C)[CH2:5][CH2:4][CH2:3]1.[CH3:12][C:13]1[N:21]([C:22]([C:24]2[CH:25]=[CH:26][C:27]([Cl:30])=[CH:28][CH:29]=2)=[O:23])[C:20]2[CH:19]=[CH:18][C:17]([O:31][CH3:32])=[CH:16][C:15]=2[C:14]=1[CH2:33][C:34]([OH:36])=[O:35].[CH3:37][C:38]1([CH3:48])[N:43]([OH:44])[C:42]([CH3:46])([CH3:45])[CH2:41][CH:40]([OH:47])[CH2:39]1.C(OC1C(=CC=CC=1)C(Cl)=O)(=O)C, predict the reaction product. The product is: [CH2:3]1[CH2:2][CH2:11][CH:6]([N:7]=[C:22]=[N:21][CH:20]2[CH2:15][CH2:16][CH2:17][CH2:18][CH2:19]2)[CH2:5][CH2:4]1.[CH3:37][C:38]1([CH3:48])[N:43]([OH:44])[C:42]([CH3:46])([CH3:45])[CH2:41][CH:40]([OH:47])[CH2:39]1.[CH3:12][C:13]1[N:21]([C:22]([C:24]2[CH:25]=[CH:26][C:27]([Cl:30])=[CH:28][CH:29]=2)=[O:23])[C:20]2[CH:19]=[CH:18][C:17]([O:31][CH3:32])=[CH:16][C:15]=2[C:14]=1[CH2:33][C:34]([OH:36])=[O:35]. (4) Given the reactants [CH:1]1[C:13]2[CH:12]([CH2:14][O:15][C:16]([N:18]([CH3:31])[CH2:19][C:20]([O:22][CH2:23][C:24]([O:26]C(C)(C)C)=[O:25])=[O:21])=[O:17])[C:11]3[C:6](=[CH:7][CH:8]=[CH:9][CH:10]=3)[C:5]=2[CH:4]=[CH:3][CH:2]=1.C([SiH](C(C)C)C(C)C)(C)C.FC(F)(F)C(O)=O, predict the reaction product. The product is: [CH:10]1[C:11]2[CH:12]([CH2:14][O:15][C:16]([N:18]([CH3:31])[CH2:19][C:20]([O:22][CH2:23][C:24]([OH:26])=[O:25])=[O:21])=[O:17])[C:13]3[C:5](=[CH:4][CH:3]=[CH:2][CH:1]=3)[C:6]=2[CH:7]=[CH:8][CH:9]=1. (5) Given the reactants [CH2:1]1[O:10][C:9]2[CH:8]=[CH:7][C:5]([NH2:6])=[CH:4][C:3]=2[O:2]1.O=[C:12]1[CH2:17][CH2:16][N:15]([C@H:18]([CH3:22])[CH2:19][C:20]#[N:21])[CH2:14][CH2:13]1.[C-]#N.[Na+], predict the reaction product. The product is: [NH2:21][CH2:20][CH2:19][C@H:18]([N:15]1[CH2:16][CH2:17][CH:12]([NH:6][C:5]2[CH:7]=[CH:8][C:9]3[O:10][CH2:1][O:2][C:3]=3[CH:4]=2)[CH2:13][CH2:14]1)[CH3:22]. (6) Given the reactants C[O:2][C:3](=[O:43])[CH2:4][CH2:5][C:6]1[O:10][N:9]=[C:8]([C:11]2[CH:16]=[CH:15][C:14]([S:17]([N:20]3[CH2:25][CH2:24][CH:23]([CH2:26][NH:27][CH2:28][C@@H:29]([OH:42])[C:30]4[CH:35]=[CH:34][C:33]([OH:36])=[C:32]([NH:37][S:38]([CH3:41])(=[O:40])=[O:39])[CH:31]=4)[CH2:22][CH2:21]3)(=[O:19])=[O:18])=[CH:13][CH:12]=2)[N:7]=1.Cl, predict the reaction product. The product is: [OH:42][C@@H:29]([C:30]1[CH:35]=[CH:34][C:33]([OH:36])=[C:32]([NH:37][S:38]([CH3:41])(=[O:39])=[O:40])[CH:31]=1)[CH2:28][NH:27][CH2:26][CH:23]1[CH2:22][CH2:21][N:20]([S:17]([C:14]2[CH:15]=[CH:16][C:11]([C:8]3[N:7]=[C:6]([CH2:5][CH2:4][C:3]([OH:43])=[O:2])[O:10][N:9]=3)=[CH:12][CH:13]=2)(=[O:18])=[O:19])[CH2:25][CH2:24]1. (7) Given the reactants [CH2:1]([O:3][C:4](=[O:25])[C:5]([CH3:24])([O:17][C:18]1[CH:23]=[CH:22][CH:21]=[CH:20][CH:19]=1)[CH2:6][C:7]1[CH:12]=[CH:11][C:10]([O:13]CC=C)=[CH:9][CH:8]=1)[CH3:2].CN(C)[C:28]1[CH:33]=CC=C[CH:29]=1, predict the reaction product. The product is: [CH2:1]([O:3][C:4](=[O:25])[C:5]([CH3:24])([O:17][C:18]1[CH:23]=[CH:22][CH:21]=[CH:20][CH:19]=1)[CH2:6][C:7]1[CH:12]=[CH:11][C:10]([OH:13])=[C:9]([CH2:33][CH:28]=[CH2:29])[CH:8]=1)[CH3:2].